Dataset: Forward reaction prediction with 1.9M reactions from USPTO patents (1976-2016). Task: Predict the product of the given reaction. (1) Given the reactants Br[C:2]1[CH:7]=[CH:6][CH:5]=[C:4]([C:8]2[O:12][N:11]=[C:10]([C:13]3[CH:14]=[N:15][CH:16]=[CH:17][CH:18]=3)[N:9]=2)[N:3]=1.[C-:19]#[N:20].[K+].C([Sn](Cl)(CCCC)CCCC)CCC, predict the reaction product. The product is: [N:15]1[CH:16]=[CH:17][CH:18]=[C:13]([C:10]2[N:9]=[C:8]([C:4]3[N:3]=[C:2]([C:19]#[N:20])[CH:7]=[CH:6][CH:5]=3)[O:12][N:11]=2)[CH:14]=1. (2) Given the reactants [C:1]1(=[O:8])O[C:5](=[O:6])[CH:4]=[C:2]1[CH3:3].Cl.Cl.[CH2:11]([NH:18][NH2:19])[C:12]1[CH:17]=[CH:16][CH:15]=[CH:14][CH:13]=1.C([O-])(=O)C.[K+], predict the reaction product. The product is: [CH2:11]([N:18]1[C:5](=[O:6])[CH:4]=[C:2]([CH3:3])[C:1](=[O:8])[NH:19]1)[C:12]1[CH:17]=[CH:16][CH:15]=[CH:14][CH:13]=1. (3) Given the reactants [S:1](=[O:5])(=[O:4])([OH:3])[OH:2].[NH2:6][C:7]1[CH:12]=[CH:11][CH:10]=[CH:9][CH:8]=1, predict the reaction product. The product is: [S:1]([OH:5])([OH:4])(=[O:3])=[O:2].[NH2:6][C:7]1[CH:12]=[CH:11][CH:10]=[CH:9][CH:8]=1. (4) Given the reactants [N:1]1([CH:10]2[CH2:15][CH2:14][CH2:13][C:12](=O)[CH2:11]2)[C:5]2[CH:6]=[CH:7][CH:8]=[CH:9][C:4]=2[N:3]=[CH:2]1.Cl.[NH2:18][OH:19], predict the reaction product. The product is: [N:1]1([CH:10]2[CH2:15][CH2:14][CH2:13][C:12](=[N:18][OH:19])[CH2:11]2)[C:5]2[CH:6]=[CH:7][CH:8]=[CH:9][C:4]=2[N:3]=[CH:2]1. (5) Given the reactants [CH:1]1([C@@H:6]2[NH:11][C:10](=[O:12])[C@H:9]([CH2:13][CH:14]([CH3:16])[CH3:15])[NH:8][CH2:7]2)[CH2:5][CH2:4][CH2:3][CH2:2]1.[F:17][C:18]1[CH:23]=[CH:22][C:21]([C:24]2[O:28][N:27]=[C:26]([C:29](O)=[O:30])[CH:25]=2)=[CH:20][CH:19]=1.C([C@@H]1N(C(=O)/C=C/C2C=CC=CC=2)C[C@H](CC(C)C)NC1=O)C(C)C, predict the reaction product. The product is: [CH:1]1([C@@H:6]2[NH:11][C:10](=[O:12])[C@H:9]([CH2:13][CH:14]([CH3:16])[CH3:15])[N:8]([C:29]([C:26]3[CH:25]=[C:24]([C:21]4[CH:22]=[CH:23][C:18]([F:17])=[CH:19][CH:20]=4)[O:28][N:27]=3)=[O:30])[CH2:7]2)[CH2:2][CH2:3][CH2:4][CH2:5]1. (6) The product is: [CH3:11][C:9]1[CH:10]=[C:6]2[N:5]=[C:4]([NH:12][C:13](=[O:24])[C:14]3[CH:19]=[CH:18][C:17]([C:20]([F:23])([F:22])[F:21])=[N:16][CH:15]=3)[CH:3]=[C:2]([N:34]3[CH2:33][CH2:32][C:31]4[N:26]=[CH:27][NH:28][C:29](=[O:36])[C:30]=4[CH2:35]3)[N:7]2[N:8]=1. Given the reactants Cl[C:2]1[N:7]2[N:8]=[C:9]([CH3:11])[CH:10]=[C:6]2[N:5]=[C:4]([NH:12][C:13](=[O:24])[C:14]2[CH:19]=[CH:18][C:17]([C:20]([F:23])([F:22])[F:21])=[N:16][CH:15]=2)[CH:3]=1.Cl.[N:26]1[C:31]2[CH2:32][CH2:33][NH:34][CH2:35][C:30]=2[C:29](=[O:36])[NH:28][CH:27]=1.C(N(CC)C(C)C)(C)C, predict the reaction product.